From a dataset of Reaction yield outcomes from USPTO patents with 853,638 reactions. Predict the reaction yield, written as a fraction of the theoretical maximum amount of product (1.0 means a 100% yield; for example, 0.34 means a 34% yield). (1) The reactants are [Br:1][C:2]1[CH:3]=[C:4]2[C:9](=[CH:10][CH:11]=1)[NH:8][C:7](=[O:12])[CH2:6][CH2:5]2.[CH3:13]C(C)([O-])C.[K+].CI.Cl. The catalyst is CN(C=O)C.CCOC(C)=O. The product is [Br:1][C:2]1[CH:3]=[C:4]2[C:9](=[CH:10][CH:11]=1)[N:8]([CH3:13])[C:7](=[O:12])[CH2:6][CH2:5]2. The yield is 0.800. (2) The reactants are Br[CH2:2][CH2:3][O:4][CH2:5][CH2:6][Br:7].[Cl:8][C:9]1[CH:28]=[CH:27][C:12]([NH:13][C:14]2[C:23]3[C:18](=[CH:19][C:20]([OH:26])=[C:21]([O:24][CH3:25])[CH:22]=3)[N:17]=[CH:16][N:15]=2)=[C:11]([F:29])[CH:10]=1.C(=O)([O-])[O-].[K+].[K+]. The catalyst is CN(C=O)C. The product is [Br:7][CH2:6][CH2:5][O:4][CH2:3][CH2:2][O:26][C:20]1[CH:19]=[C:18]2[C:23]([C:14]([NH:13][C:12]3[CH:27]=[CH:28][C:9]([Cl:8])=[CH:10][C:11]=3[F:29])=[N:15][CH:16]=[N:17]2)=[CH:22][C:21]=1[O:24][CH3:25]. The yield is 0.520. (3) The reactants are [NH2:1][C:2]1[CH:26]=[CH:25][C:5]([O:6][C:7]2[C:8]3[NH:15][C:14]([CH2:16][NH:17][C:18](=[O:24])[O:19][C:20]([CH3:23])([CH3:22])[CH3:21])=[CH:13][C:9]=3[N:10]=[CH:11][N:12]=2)=[CH:4][C:3]=1[Cl:27].C(N(CC)CC)C.[F:35][C:36]([F:47])([F:46])[C:37]1[CH:38]=[C:39]([N:43]=[C:44]=[O:45])[CH:40]=[CH:41][CH:42]=1. The catalyst is O1CCCC1.O. The product is [C:20]([O:19][C:18](=[O:24])[NH:17][CH2:16][C:14]1[NH:15][C:8]2[C:7]([O:6][C:5]3[CH:25]=[CH:26][C:2]([NH:1][C:44]([NH:43][C:39]4[CH:40]=[CH:41][CH:42]=[C:37]([C:36]([F:35])([F:46])[F:47])[CH:38]=4)=[O:45])=[C:3]([Cl:27])[CH:4]=3)=[N:12][CH:11]=[N:10][C:9]=2[CH:13]=1)([CH3:22])([CH3:23])[CH3:21]. The yield is 0.140. (4) The reactants are C=O.Cl.[O:4]=[C:5]([N:21]1[CH2:26][CH2:25][CH:24]([O:27][C:28]2[CH:33]=[CH:32][CH:31]=[C:30]([C:34]([F:37])([F:36])[F:35])[CH:29]=2)[CH2:23][CH2:22]1)[CH2:6][NH:7][C:8]([C:10]1[N:11]=[N:12][N:13]([CH:15]2[CH2:20][CH2:19][NH:18][CH2:17][CH2:16]2)[CH:14]=1)=[O:9].[C:38](O)(=O)C.N. The catalyst is O.[Zn]. The product is [O:4]=[C:5]([N:21]1[CH2:22][CH2:23][CH:24]([O:27][C:28]2[CH:33]=[CH:32][CH:31]=[C:30]([C:34]([F:35])([F:36])[F:37])[CH:29]=2)[CH2:25][CH2:26]1)[CH2:6][NH:7][C:8]([C:10]1[N:11]=[N:12][N:13]([CH:15]2[CH2:16][CH2:17][N:18]([CH3:38])[CH2:19][CH2:20]2)[CH:14]=1)=[O:9]. The yield is 0.456. (5) The reactants are I[C:2]1[CH:7]=[CH:6][CH:5]=[CH:4][C:3]=1[N+:8]([O-:10])=[O:9].[CH3:11][Si:12]([C:15]#[CH:16])([CH3:14])[CH3:13]. The catalyst is CCN(CC)CC.Cl[Pd](Cl)([P](C1C=CC=CC=1)(C1C=CC=CC=1)C1C=CC=CC=1)[P](C1C=CC=CC=1)(C1C=CC=CC=1)C1C=CC=CC=1.[Cu]I. The product is [CH3:11][Si:12]([CH3:14])([CH3:13])[C:15]#[C:16][C:2]1[CH:7]=[CH:6][CH:5]=[CH:4][C:3]=1[N+:8]([O-:10])=[O:9]. The yield is 0.760. (6) The reactants are Br[C:2]1[CH:3]=[CH:4][C:5]2=[C:6]([CH:25]=1)[N:7]=[C:8]([NH:17][C:18]([O:20][C:21]([CH3:24])([CH3:23])[CH3:22])=[O:19])[CH2:9][C:10]([C:12]([O:14][CH2:15][CH3:16])=[O:13])=[CH:11]2.[C:26]([C:28]1[CH:29]=[C:30](B(O)O)[CH:31]=[CH:32][CH:33]=1)#[N:27].[F-].[Cs+].O. The catalyst is C1COCC1.C1C=CC([P]([Pd]([P](C2C=CC=CC=2)(C2C=CC=CC=2)C2C=CC=CC=2)([P](C2C=CC=CC=2)(C2C=CC=CC=2)C2C=CC=CC=2)[P](C2C=CC=CC=2)(C2C=CC=CC=2)C2C=CC=CC=2)(C2C=CC=CC=2)C2C=CC=CC=2)=CC=1. The product is [C:21]([O:20][C:18]([NH:17][C:8]1[CH2:9][C:10]([C:12]([O:14][CH2:15][CH3:16])=[O:13])=[CH:11][C:5]2[CH:4]=[CH:3][C:2]([C:32]3[CH:31]=[CH:30][CH:29]=[C:28]([C:26]#[N:27])[CH:33]=3)=[CH:25][C:6]=2[N:7]=1)=[O:19])([CH3:24])([CH3:23])[CH3:22]. The yield is 0.520. (7) The reactants are [Cl:1][C:2]1[CH:3]=[C:4]([CH:8]=[C:9]([Cl:11])[CH:10]=1)[C:5](O)=[O:6].[BH4-].[Na+]. No catalyst specified. The product is [Cl:1][C:2]1[CH:3]=[C:4]([CH:8]=[C:9]([Cl:11])[CH:10]=1)[CH2:5][OH:6]. The yield is 0.740. (8) The reactants are [C:1]1([CH2:7][CH2:8][CH2:9][NH:10][C@H:11]2[CH2:16][CH2:15][C@H:14]([C:17]3[CH:26]=[CH:25][C:20]4[NH:21][C:22](=[O:24])[O:23][C:19]=4[CH:18]=3)[CH2:13][CH2:12]2)[CH:6]=[CH:5][CH:4]=[CH:3][CH:2]=1.O.[BH-](OC(C)=O)(OC(C)=O)O[C:30](C)=O.[Na+].[OH-].[Na+]. The catalyst is CO. The product is [CH3:30][N:10]([CH2:9][CH2:8][CH2:7][C:1]1[CH:6]=[CH:5][CH:4]=[CH:3][CH:2]=1)[C@H:11]1[CH2:12][CH2:13][C@H:14]([C:17]2[CH:26]=[CH:25][C:20]3[NH:21][C:22](=[O:24])[O:23][C:19]=3[CH:18]=2)[CH2:15][CH2:16]1. The yield is 0.590. (9) The reactants are [CH:1]1([Mg]Br)[CH2:3][CH2:2]1.Br[C:7]1[CH:12]=[CH:11][C:10]([CH2:13][C:14]#[N:15])=[CH:9][CH:8]=1. The catalyst is C1COCC1.[Cl-].[Zn+2].[Cl-]. The product is [CH:1]1([C:7]2[CH:12]=[CH:11][C:10]([CH2:13][C:14]#[N:15])=[CH:9][CH:8]=2)[CH2:3][CH2:2]1. The yield is 0.660.